Dataset: Forward reaction prediction with 1.9M reactions from USPTO patents (1976-2016). Task: Predict the product of the given reaction. (1) Given the reactants [CH:1]1([N:7]2[CH2:12][CH2:11][N:10]([CH2:13][CH2:14][CH2:15][CH:16]3[C:25]4[C:20](=[C:21]([O:29][CH3:30])[CH:22]=[CH:23][C:24]=4[N+:26]([O-])=O)[CH2:19][CH2:18][CH2:17]3)[CH2:9][CH2:8]2)[CH2:6][CH2:5][CH2:4][CH2:3][CH2:2]1.Cl[Sn]Cl.[OH-].[Na+], predict the reaction product. The product is: [CH:1]1([N:7]2[CH2:12][CH2:11][N:10]([CH2:13][CH2:14][CH2:15][CH:16]3[C:25]4[C:20](=[C:21]([O:29][CH3:30])[CH:22]=[CH:23][C:24]=4[NH2:26])[CH2:19][CH2:18][CH2:17]3)[CH2:9][CH2:8]2)[CH2:6][CH2:5][CH2:4][CH2:3][CH2:2]1. (2) Given the reactants Cl.[F:2][C:3]1[CH:11]=[C:10]2[C:6]([C:7]([C:21]3[CH:22]=[N:23][N:24]([CH:26]4[CH2:31][CH2:30][NH:29][CH2:28][CH2:27]4)[CH:25]=3)=[CH:8][N:9]2[S:12]([C:15]2[CH:20]=[CH:19][CH:18]=[CH:17][CH:16]=2)(=[O:14])=[O:13])=[CH:5][CH:4]=1.[C:32]([O:35][CH2:36][C:37](Cl)=[O:38])(=[O:34])[CH3:33], predict the reaction product. The product is: [C:32]([O:35][CH2:36][C:37]([N:29]1[CH2:30][CH2:31][CH:26]([N:24]2[CH:25]=[C:21]([C:7]3[C:6]4[C:10](=[CH:11][C:3]([F:2])=[CH:4][CH:5]=4)[N:9]([S:12]([C:15]4[CH:16]=[CH:17][CH:18]=[CH:19][CH:20]=4)(=[O:13])=[O:14])[CH:8]=3)[CH:22]=[N:23]2)[CH2:27][CH2:28]1)=[O:38])(=[O:34])[CH3:33]. (3) Given the reactants [CH2:1]([NH:16][C:17](=[O:23])[O:18][C:19]([CH3:22])([CH3:21])[CH3:20])[CH2:2][CH:3]([NH:5]C(=O)OCC1C=CC=CC=1)[CH3:4], predict the reaction product. The product is: [NH2:5][CH:3]([CH3:4])[CH2:2][CH2:1][NH:16][C:17](=[O:23])[O:18][C:19]([CH3:21])([CH3:20])[CH3:22]. (4) The product is: [O:15]=[C:11]1[C:8]2[S:9][CH:10]=[C:6]([C:4]([OH:5])=[O:3])[C:7]=2[CH2:14][CH2:13][CH2:12]1. Given the reactants C([O:3][C:4]([C:6]1[C:7]2[CH2:14][CH2:13][CH2:12][C:11](=[O:15])[C:8]=2[S:9][CH:10]=1)=[O:5])C.[OH-].[Na+].O.Cl, predict the reaction product. (5) Given the reactants [Cl:1][C:2]1[CH:7]=[CH:6][C:5]([C:8]2[CH:12]=[CH:11][NH:10][N:9]=2)=[CH:4][C:3]=1[CH2:13][NH:14][C:15](=[O:18])[O:16][CH3:17].CN[C@@H]1CCCC[C@H]1NC.C(=O)([O-])[O-].[K+].[K+].[Cl:35][C:36]1[CH:41]=[CH:40][C:39](I)=[CH:38][CH:37]=1, predict the reaction product. The product is: [Cl:1][C:2]1[CH:7]=[CH:6][C:5]([C:8]2[CH:12]=[CH:11][N:10]([C:39]3[CH:40]=[CH:41][C:36]([Cl:35])=[CH:37][CH:38]=3)[N:9]=2)=[CH:4][C:3]=1[CH2:13][NH:14][C:15](=[O:18])[O:16][CH3:17].